This data is from Forward reaction prediction with 1.9M reactions from USPTO patents (1976-2016). The task is: Predict the product of the given reaction. (1) Given the reactants Br[C:2]1[C:10]2[N:9]3[CH2:11][CH2:12][NH:13][C:14](=[O:15])[C:8]3=[CH:7][C:6]=2[CH:5]=[C:4]([O:16][C:17]([F:20])([F:19])[F:18])[CH:3]=1.[F:21][C:22]([F:33])([F:32])[C:23]1[CH:28]=[CH:27][C:26](B(O)O)=[CH:25][CH:24]=1, predict the reaction product. The product is: [F:18][C:17]([F:20])([F:19])[O:16][C:4]1[CH:3]=[C:2]([C:26]2[CH:27]=[CH:28][C:23]([C:22]([F:33])([F:32])[F:21])=[CH:24][CH:25]=2)[C:10]2[N:9]3[CH2:11][CH2:12][NH:13][C:14](=[O:15])[C:8]3=[CH:7][C:6]=2[CH:5]=1. (2) Given the reactants Cl[C:2]1[CH:27]=[CH:26][C:5]([C:6]([NH:8]C2C=CC(Cl)=C(NC(=O)C3C=CC=C(Cl)C=3)C=2)=[O:7])=[CH:4][N:3]=1.C(N1CCNCC1)(=O)C, predict the reaction product. The product is: [C:6]([NH2:8])(=[O:7])[C:5]1[CH:26]=[CH:27][CH:2]=[N:3][CH:4]=1. (3) Given the reactants [Cl:1][C:2]1[CH:7]=[C:6]([F:8])[CH:5]=[CH:4][C:3]=1[CH3:9].[Br:10]Br.[OH-].[Na+], predict the reaction product. The product is: [Br:10][C:5]1[C:6]([F:8])=[CH:7][C:2]([Cl:1])=[C:3]([CH3:9])[CH:4]=1. (4) Given the reactants [CH2:1]([O:3][C:4]([C:6]1[C:14]2[C:9](=[CH:10][CH:11]=[C:12]([O:15][CH2:16][C@@H:17]([OH:20])[CH2:18][NH2:19])[CH:13]=2)[NH:8][C:7]=1[CH3:21])=[O:5])[CH3:2].[F:22][C:23]1[CH:24]=[C:25]([CH:34]=[CH:35][C:36]=1[N:37]1[CH2:42][CH2:41][C:40](=O)[CH2:39][CH2:38]1)[CH2:26][CH:27]1[S:31][C:30](=[O:32])[NH:29][C:28]1=[O:33], predict the reaction product. The product is: [CH2:1]([O:3][C:4]([C:6]1[C:14]2[C:9](=[CH:10][CH:11]=[C:12]([O:15][CH2:16][C@@H:17]([OH:20])[CH2:18][NH:19][CH:40]3[CH2:41][CH2:42][N:37]([C:36]4[CH:35]=[CH:34][C:25]([CH2:26][CH:27]5[S:31][C:30](=[O:32])[NH:29][C:28]5=[O:33])=[CH:24][C:23]=4[F:22])[CH2:38][CH2:39]3)[CH:13]=2)[NH:8][C:7]=1[CH3:21])=[O:5])[CH3:2]. (5) Given the reactants [F:1][C:2]([F:32])([F:31])[C:3]([C:7]1[N:8]=[N:9][N:10]([CH2:12][C:13]2[CH:14]=[CH:15][N:16]3[C:20]([CH:21]=2)=[CH:19][C:18]([CH2:22][OH:23])=[C:17]3[C:24]2[CH:29]=[CH:28][C:27]([F:30])=[CH:26][CH:25]=2)[CH:11]=1)([OH:6])[CH2:4][CH3:5].I[CH3:34], predict the reaction product. The product is: [F:32][C:2]([F:1])([F:31])[C:3]([C:7]1[N:8]=[N:9][N:10]([CH2:12][C:13]2[CH:14]=[CH:15][N:16]3[C:20]([CH:21]=2)=[CH:19][C:18]([CH2:22][O:23][CH3:34])=[C:17]3[C:24]2[CH:25]=[CH:26][C:27]([F:30])=[CH:28][CH:29]=2)[CH:11]=1)([OH:6])[CH2:4][CH3:5]. (6) Given the reactants [N:1]1([CH2:7][C:8]2[CH:9]=[C:10]3[C:15]4=[C:16]([O:18][CH2:19][CH2:20][N:14]4[CH:13]=[C:12]([C:21](OCC)=[O:22])[C:11]3=[O:26])[CH:17]=2)[CH2:6][CH2:5][O:4][CH2:3][CH2:2]1.[Cl:27][C:28]1[CH:35]=[CH:34][C:31]([CH2:32][NH2:33])=[CH:30][CH:29]=1, predict the reaction product. The product is: [Cl:27][C:28]1[CH:35]=[CH:34][C:31]([CH2:32][NH:33][C:21]([C:12]2[C:11](=[O:26])[C:10]3[C:15]4=[C:16]([O:18][CH2:19][CH2:20][N:14]4[CH:13]=2)[CH:17]=[C:8]([CH2:7][N:1]2[CH2:2][CH2:3][O:4][CH2:5][CH2:6]2)[CH:9]=3)=[O:22])=[CH:30][CH:29]=1. (7) The product is: [F:1][C:2]1[C:10]2[C:5](=[CH:6][CH:7]=[C:8]([CH:11]3[CH2:16][CH2:15][N:14]([CH2:17][CH2:18][NH:19][CH3:20])[CH2:13][CH2:12]3)[CH:9]=2)[NH:4][C:3]=1[C:28]1[CH:33]=[C:32]([F:34])[CH:31]=[CH:30][C:29]=1[O:35][CH3:36]. Given the reactants [F:1][C:2]1[C:10]2[C:5](=[CH:6][CH:7]=[C:8]([CH:11]3[CH2:16][CH2:15][N:14]([CH2:17][CH2:18][N:19](C)[C:20](=O)OC(C)(C)C)[CH2:13][CH2:12]3)[CH:9]=2)[NH:4][C:3]=1[C:28]1[CH:33]=[C:32]([F:34])[CH:31]=[CH:30][C:29]=1[O:35][CH3:36].C(O)(C(F)(F)F)=O, predict the reaction product.